Dataset: Reaction yield outcomes from USPTO patents with 853,638 reactions. Task: Predict the reaction yield, written as a fraction of the theoretical maximum amount of product (1.0 means a 100% yield; for example, 0.34 means a 34% yield). (1) The reactants are [Cl:1][C:2]1[S:3][CH:4]=[C:5]([CH3:7])[N:6]=1.S(Cl)(Cl)=O.[Cl:12][S:13](O)(=[O:15])=[O:14]. No catalyst specified. The product is [Cl:1][C:2]1[S:3][C:4]([S:13]([Cl:12])(=[O:15])=[O:14])=[C:5]([CH3:7])[N:6]=1. The yield is 0.896. (2) The reactants are [Br:1][C:2]1[C:3]([CH3:10])=[C:4]([CH:7]=[CH:8][CH:9]=1)[CH:5]=O.[NH:11]1[C:19]2[C:14](=[CH:15][CH:16]=[CH:17][CH:18]=2)[CH2:13][C:12]1=[O:20].N1CCCCC1. The catalyst is C(O)C. The product is [Br:1][C:2]1[C:3]([CH3:10])=[C:4]([CH:7]=[CH:8][CH:9]=1)[CH:5]=[C:13]1[C:14]2[C:19](=[CH:18][CH:17]=[CH:16][CH:15]=2)[NH:11][C:12]1=[O:20]. The yield is 0.300. (3) The reactants are [NH2:1][C:2]1[S:3][C:4]([C:8](=[O:10])[CH3:9])=[C:5]([CH3:7])[N:6]=1.C1N=C[N:13]([C:16](N2C=NC=C2)=[O:17])C=1.N. The catalyst is CN(C=O)C.O1CCOCC1. The product is [C:8]([C:4]1[S:3][C:2]([NH:1][C:16]([NH2:13])=[O:17])=[N:6][C:5]=1[CH3:7])(=[O:10])[CH3:9]. The yield is 0.390. (4) The reactants are [C:1]([NH2:5])([CH3:4])([CH3:3])[CH3:2].[Cl:6][C:7]1[S:8][C:9]([S:13](Cl)(=[O:15])=[O:14])=[C:10]([CH3:12])[N:11]=1. The catalyst is C([O-])(O)=O.[Na+].C(OCC)(=O)C. The product is [C:1]([NH:5][S:13]([C:9]1[S:8][C:7]([Cl:6])=[N:11][C:10]=1[CH3:12])(=[O:15])=[O:14])([CH3:4])([CH3:3])[CH3:2]. The yield is 0.790. (5) The reactants are [NH2:1][C:2]1[CH:11]=[C:10]([O:12][CH3:13])[C:9]([O:14][CH2:15][C:16]2[CH:21]=[CH:20][CH:19]=[CH:18][CH:17]=2)=[CH:8][C:3]=1[C:4](OC)=[O:5].[CH:22]([NH2:24])=O.C[O-].[Na+].Cl. The catalyst is CN(C)C=O.CO.O. The product is [CH2:15]([O:14][C:9]1[CH:8]=[C:3]2[C:2](=[CH:11][C:10]=1[O:12][CH3:13])[N:1]=[CH:22][NH:24][C:4]2=[O:5])[C:16]1[CH:21]=[CH:20][CH:19]=[CH:18][CH:17]=1. The yield is 0.760.